Dataset: Full USPTO retrosynthesis dataset with 1.9M reactions from patents (1976-2016). Task: Predict the reactants needed to synthesize the given product. (1) Given the product [N+:1]([C:4]1[CH:9]=[CH:8][C:7]([N:10]2[CH2:11][CH:12]([NH2:15])[CH2:13][CH2:14]2)=[CH:6][CH:5]=1)([O-:3])=[O:2], predict the reactants needed to synthesize it. The reactants are: [N+:1]([C:4]1[CH:9]=[CH:8][C:7]([N:10]2[CH2:14][CH2:13][CH:12]([NH:15]C(=O)C)[CH2:11]2)=[CH:6][CH:5]=1)([O-:3])=[O:2].Cl.[OH-].[Na+]. (2) Given the product [Br:10][C:11]1[CH:19]=[CH:18][C:14]([C:15]([OH:17])=[O:16])=[C:13]([NH:4][CH:1]([CH3:3])[CH3:2])[CH:12]=1, predict the reactants needed to synthesize it. The reactants are: [CH:1]([NH2:4])([CH3:3])[CH3:2].C(O)(C)(C)C.[Br:10][C:11]1[CH:19]=[CH:18][C:14]([C:15]([OH:17])=[O:16])=[C:13](F)[CH:12]=1. (3) Given the product [Cl:8][C:6]1[CH:5]=[C:4]([S:9]([N:12]2[CH2:42][CH2:41][CH2:40][C@H:13]2[C:14]([NH:16][C@@H:17]([CH2:22][CH2:23][C:24](=[O:39])[N:25]2[CH2:26][CH2:27][CH:28]([CH2:31][NH:32][C:33]3[CH:38]=[CH:37][N:36]=[CH:35][CH:34]=3)[CH2:29][CH2:30]2)[C:18]([OH:20])=[O:19])=[O:15])(=[O:11])=[O:10])[CH:3]=[C:2]([Cl:1])[CH:7]=1, predict the reactants needed to synthesize it. The reactants are: [Cl:1][C:2]1[CH:3]=[C:4]([S:9]([N:12]2[CH2:42][CH2:41][CH2:40][C@H:13]2[C:14]([NH:16][C@@H:17]([CH2:22][CH2:23][C:24](=[O:39])[N:25]2[CH2:30][CH2:29][CH:28]([CH2:31][NH:32][C:33]3[CH:38]=[CH:37][N:36]=[CH:35][CH:34]=3)[CH2:27][CH2:26]2)[C:18]([O:20]C)=[O:19])=[O:15])(=[O:11])=[O:10])[CH:5]=[C:6]([Cl:8])[CH:7]=1.O[Li].O.